Dataset: Reaction yield outcomes from USPTO patents with 853,638 reactions. Task: Predict the reaction yield, written as a fraction of the theoretical maximum amount of product (1.0 means a 100% yield; for example, 0.34 means a 34% yield). (1) The reactants are [NH2:1][C:2]1[CH:3]=[N:4][N:5]([CH3:21])[C:6]=1[N:7]1[CH2:11][CH2:10][C@@H:9]([CH2:12][NH:13]C(=O)OC(C)(C)C)[CH2:8]1.[NH2:22][C:23]1[C:24]([C:30]([OH:32])=O)=[N:25][C:26](Br)=[CH:27][CH:28]=1.[F:33][C:34]1[CH:39]=[CH:38][CH:37]=[CH:36][C:35]=1B(O)O. No catalyst specified. The product is [NH2:22][C:23]1[C:24]([C:30]([NH:1][C:2]2[CH:3]=[N:4][N:5]([CH3:21])[C:6]=2[N:7]2[CH2:11][CH2:10][C@@H:9]([CH2:12][NH2:13])[CH2:8]2)=[O:32])=[N:25][C:26]([C:35]2[CH:36]=[CH:37][CH:38]=[CH:39][C:34]=2[F:33])=[CH:27][CH:28]=1. The yield is 0.480. (2) The reactants are [CH2:1]([N:3]1[C:11]2[CH:10]=[C:9]3[NH:12][C:13]([C:15]4[C:23]5[C:18](=[CH:19][CH:20]=[C:21]([C:24]#[N:25])[CH:22]=5)[NH:17][N:16]=4)=[N:14][C:8]3=[CH:7][C:6]=2[C:5]([CH3:27])([CH3:26])[C:4]1=[O:28])[CH3:2].C[Sn]([N:33]=[N+:34]=[N-:35])(C)C.CN(C=O)C. The catalyst is O. The product is [CH2:1]([N:3]1[C:11]2[CH:10]=[C:9]3[NH:12][C:13]([C:15]4[C:23]5[C:18](=[CH:19][CH:20]=[C:21]([C:24]6[NH:35][N:34]=[N:33][N:25]=6)[CH:22]=5)[NH:17][N:16]=4)=[N:14][C:8]3=[CH:7][C:6]=2[C:5]([CH3:27])([CH3:26])[C:4]1=[O:28])[CH3:2]. The yield is 0.930.